This data is from Full USPTO retrosynthesis dataset with 1.9M reactions from patents (1976-2016). The task is: Predict the reactants needed to synthesize the given product. (1) Given the product [Cl:1][C:2]1[CH:16]=[CH:15][CH:14]=[CH:13][C:3]=1[CH:4]([C:6]1[CH:7]=[CH:8][C:9]([Cl:12])=[CH:10][CH:11]=1)[OH:5], predict the reactants needed to synthesize it. The reactants are: [Cl:1][C:2]1[CH:16]=[CH:15][CH:14]=[CH:13][C:3]=1[C:4]([C:6]1[CH:11]=[CH:10][C:9]([Cl:12])=[CH:8][CH:7]=1)=[O:5].[BH4-].[Na+]. (2) Given the product [CH3:30][C:26]1[CH:27]=[C:28]([CH3:29])[N:24]([C:21]2[N:20]=[N:19][C:18]([O:14][CH2:13][C:3]3[C:4]([C:7]4[CH:12]=[CH:11][CH:10]=[CH:9][CH:8]=4)=[N:5][O:6][C:2]=3[CH3:1])=[CH:23][CH:22]=2)[N:25]=1, predict the reactants needed to synthesize it. The reactants are: [CH3:1][C:2]1[O:6][N:5]=[C:4]([C:7]2[CH:12]=[CH:11][CH:10]=[CH:9][CH:8]=2)[C:3]=1[CH2:13][OH:14].[H-].[Na+].Cl[C:18]1[N:19]=[N:20][C:21]([N:24]2[C:28]([CH3:29])=[CH:27][C:26]([CH3:30])=[N:25]2)=[CH:22][CH:23]=1. (3) Given the product [Cl:21][C:5]1[C:6]([NH:8][C@@H:9]2[CH2:14][CH2:13][CH2:12][CH2:11][C@H:10]2[N:15]([CH3:20])[S:16]([CH3:19])(=[O:18])=[O:17])=[N:7][C:2]([NH:22][C:23]2[CH:36]=[CH:35][C:26]3[N:27]([CH2:33][CH3:34])[C:28](=[O:32])[CH2:29][CH2:30][CH2:31][C:25]=3[C:24]=2[O:37][CH3:38])=[N:3][CH:4]=1, predict the reactants needed to synthesize it. The reactants are: Cl[C:2]1[N:7]=[C:6]([NH:8][C@@H:9]2[CH2:14][CH2:13][CH2:12][CH2:11][C@H:10]2[N:15]([CH3:20])[S:16]([CH3:19])(=[O:18])=[O:17])[C:5]([Cl:21])=[CH:4][N:3]=1.[NH2:22][C:23]1[CH:36]=[CH:35][C:26]2[N:27]([CH2:33][CH3:34])[C:28](=[O:32])[CH2:29][CH2:30][CH2:31][C:25]=2[C:24]=1[O:37][CH3:38].C12(CS(O)(=O)=O)C(C)(C)C(CC1)CC2=O.C(=O)([O-])[O-]. (4) Given the product [CH2:28]([C:2]1[CH:3]=[N:4][C:5]([N:8]2[CH2:13][CH2:12][N:11]([C:14]3[C:23]4[C:18](=[CH:19][C:20]([O:26][CH3:27])=[C:21]([O:24][CH3:25])[CH:22]=4)[N:17]=[CH:16][N:15]=3)[CH2:10][CH2:9]2)=[N:6][CH:7]=1)[C:29]1[CH:34]=[CH:33][CH:32]=[CH:31][CH:30]=1, predict the reactants needed to synthesize it. The reactants are: Br[C:2]1[CH:3]=[N:4][C:5]([N:8]2[CH2:13][CH2:12][N:11]([C:14]3[C:23]4[C:18](=[CH:19][C:20]([O:26][CH3:27])=[C:21]([O:24][CH3:25])[CH:22]=4)[N:17]=[CH:16][N:15]=3)[CH2:10][CH2:9]2)=[N:6][CH:7]=1.[CH2:28](B1OC(C)(C)C(C)(C)O1)[C:29]1[CH:34]=[CH:33][CH:32]=[CH:31][CH:30]=1.C(=O)([O-])[O-].[K+].[K+].N#N. (5) Given the product [Br:24][CH2:16][C:15]([C:12]1[CH:13]=[CH:14][C:9]([O:8][C@H:5]2[CH2:4][CH2:3][C@@H:2]([CH3:1])[CH2:7][CH2:6]2)=[CH:10][CH:11]=1)=[O:17], predict the reactants needed to synthesize it. The reactants are: [CH3:1][CH:2]1[CH2:7][CH2:6][CH:5]([O:8][C:9]2[CH:14]=[CH:13][C:12]([C:15](=[O:17])[CH3:16])=[CH:11][CH:10]=2)[CH2:4][CH2:3]1.C1CNC(=O)C1.[Br:24][Br-]Br. (6) Given the product [Cl:9][C:6]1[CH:5]=[C:4]([C:20]([C:22]([F:25])([F:24])[F:23])=[CH2:21])[CH:3]=[C:2]([Cl:1])[C:7]=1[C:22]([F:25])([F:24])[F:23], predict the reactants needed to synthesize it. The reactants are: [Cl:1][C:2]1[CH:3]=[C:4](B2OC(C)(C)C(C)(C)O2)[CH:5]=[C:6]([Cl:9])[C:7]=1Br.Br[C:20]([C:22]([F:25])([F:24])[F:23])=[CH2:21].C([O-])([O-])=O.[Cs+].[Cs+].